This data is from NCI-60 drug combinations with 297,098 pairs across 59 cell lines. The task is: Regression. Given two drug SMILES strings and cell line genomic features, predict the synergy score measuring deviation from expected non-interaction effect. (1) Drug 1: CC1=C(C=C(C=C1)NC(=O)C2=CC=C(C=C2)CN3CCN(CC3)C)NC4=NC=CC(=N4)C5=CN=CC=C5. Drug 2: CN1C2=C(C=C(C=C2)N(CCCl)CCCl)N=C1CCCC(=O)O.Cl. Cell line: SW-620. Synergy scores: CSS=-5.12, Synergy_ZIP=2.88, Synergy_Bliss=-1.07, Synergy_Loewe=-4.68, Synergy_HSA=-6.92. (2) Drug 1: CC(CN1CC(=O)NC(=O)C1)N2CC(=O)NC(=O)C2. Drug 2: CC1C(C(CC(O1)OC2CC(CC3=C2C(=C4C(=C3O)C(=O)C5=C(C4=O)C(=CC=C5)OC)O)(C(=O)C)O)N)O.Cl. Cell line: U251. Synergy scores: CSS=53.0, Synergy_ZIP=-6.22, Synergy_Bliss=0.341, Synergy_Loewe=-3.09, Synergy_HSA=3.36. (3) Drug 2: CCCCCOC(=O)NC1=NC(=O)N(C=C1F)C2C(C(C(O2)C)O)O. Drug 1: CN(CC1=CN=C2C(=N1)C(=NC(=N2)N)N)C3=CC=C(C=C3)C(=O)NC(CCC(=O)O)C(=O)O. Synergy scores: CSS=10.3, Synergy_ZIP=-7.99, Synergy_Bliss=-4.05, Synergy_Loewe=-36.4, Synergy_HSA=-4.70. Cell line: COLO 205. (4) Drug 1: C1CC(=O)NC(=O)C1N2CC3=C(C2=O)C=CC=C3N. Drug 2: CC12CCC3C(C1CCC2O)C(CC4=C3C=CC(=C4)O)CCCCCCCCCS(=O)CCCC(C(F)(F)F)(F)F. Cell line: KM12. Synergy scores: CSS=-14.3, Synergy_ZIP=-4.53, Synergy_Bliss=-19.7, Synergy_Loewe=-15.3, Synergy_HSA=-15.6. (5) Cell line: MDA-MB-231. Drug 2: CCCCCOC(=O)NC1=NC(=O)N(C=C1F)C2C(C(C(O2)C)O)O. Drug 1: C1=NC2=C(N1)C(=S)N=CN2. Synergy scores: CSS=-3.34, Synergy_ZIP=-0.764, Synergy_Bliss=-5.44, Synergy_Loewe=-12.0, Synergy_HSA=-8.56. (6) Drug 1: CC1=C(C=C(C=C1)NC2=NC=CC(=N2)N(C)C3=CC4=NN(C(=C4C=C3)C)C)S(=O)(=O)N.Cl. Drug 2: CC(CN1CC(=O)NC(=O)C1)N2CC(=O)NC(=O)C2. Cell line: BT-549. Synergy scores: CSS=5.92, Synergy_ZIP=-0.564, Synergy_Bliss=3.31, Synergy_Loewe=-0.240, Synergy_HSA=0.851. (7) Drug 2: C(CN)CNCCSP(=O)(O)O. Drug 1: C1=NNC2=C1C(=O)NC=N2. Synergy scores: CSS=-1.39, Synergy_ZIP=0.270, Synergy_Bliss=-1.72, Synergy_Loewe=-6.99, Synergy_HSA=-4.28. Cell line: HT29.